Task: Predict which catalyst facilitates the given reaction.. Dataset: Catalyst prediction with 721,799 reactions and 888 catalyst types from USPTO (1) Reactant: OO.NC(N)=[O:5].OO.[CH3:9][S:10][C:11]1[CH:16]=[CH:15][C:14]([NH2:17])=[CH:13][CH:12]=1. Product: [CH3:9][S:10]([C:11]1[CH:16]=[CH:15][C:14]([NH2:17])=[CH:13][CH:12]=1)=[O:5]. The catalyst class is: 21. (2) Reactant: [CH2:1]([C:7]([CH2:16][CH2:17][CH2:18][CH2:19][CH2:20][CH3:21])=[CH:8][CH:9]=[CH:10][CH2:11][CH2:12][C:13]([OH:15])=[O:14])[CH2:2][CH2:3][CH2:4][CH2:5][CH3:6].[H][H]. Product: [CH2:16]([CH:7]([CH2:1][CH2:2][CH2:3][CH2:4][CH2:5][CH3:6])[CH2:8][CH2:9][CH2:10][CH2:11][CH2:12][C:13]([OH:15])=[O:14])[CH2:17][CH2:18][CH2:19][CH2:20][CH3:21]. The catalyst class is: 19. (3) Reactant: [NH2:1][C:2]1[CH:15]=[C:14]([O:16][CH3:17])[C:13]([O:18][CH3:19])=[CH:12][C:3]=1[C:4]([NH:6][C:7]([CH3:11])([C:9]#[CH:10])[CH3:8])=[O:5].ClCCCl.[CH:24](=O)[CH:25]([CH3:27])[CH3:26].C(O[BH-](OC(=O)C)OC(=O)C)(=O)C.[Na+]. Product: [CH2:24]([NH:1][C:2]1[CH:15]=[C:14]([O:16][CH3:17])[C:13]([O:18][CH3:19])=[CH:12][C:3]=1[C:4]([NH:6][C:7]([CH3:11])([C:9]#[CH:10])[CH3:8])=[O:5])[CH:25]([CH3:27])[CH3:26]. The catalyst class is: 322.